From a dataset of Full USPTO retrosynthesis dataset with 1.9M reactions from patents (1976-2016). Predict the reactants needed to synthesize the given product. Given the product [CH2:14]([O:6][C:4](=[O:5])[C:3]1[CH:7]=[C:8]([F:13])[C:9]([N:22]2[CH2:23][CH2:24][CH2:26][CH2:25]2)=[C:10]([F:11])[C:2]=1[F:1])[CH3:15], predict the reactants needed to synthesize it. The reactants are: [F:1][C:2]1[C:10]([F:11])=[C:9](F)[C:8]([F:13])=[CH:7][C:3]=1[C:4]([OH:6])=[O:5].[C:14](Cl)(=O)[C:15](Cl)=O.C([N:22]([CH2:25][CH3:26])[CH2:23][CH3:24])C.N1CCCC1.